Predict the reaction yield, written as a fraction of the theoretical maximum amount of product (1.0 means a 100% yield; for example, 0.34 means a 34% yield). From a dataset of Reaction yield outcomes from USPTO patents with 853,638 reactions. (1) The reactants are [CH3:1][C:2]1[CH:9]=[C:8]([C:10]([N:12]2[CH2:21][CH2:20][C:19]3[S:18][C:17]([CH3:22])=[N:16][C:15]=3[C:14]3[CH:23]=[CH:24][CH:25]=[CH:26][C:13]2=3)=[O:11])[CH:7]=[CH:6][C:3]=1[C:4]#[N:5].[BH4-].[Na+].[NH4+].[Cl-]. The catalyst is CO.O.O.O.O.O.O.[Co](Cl)Cl. The product is [NH2:5][CH2:4][C:3]1[CH:6]=[CH:7][C:8]([C:10]([N:12]2[CH2:21][CH2:20][C:19]3[S:18][C:17]([CH3:22])=[N:16][C:15]=3[C:14]3[CH:23]=[CH:24][CH:25]=[CH:26][C:13]2=3)=[O:11])=[CH:9][C:2]=1[CH3:1]. The yield is 0.520. (2) The reactants are FC(F)(F)C(O)=O.[CH3:8][S:9]([N:12]([C:20]1[S:35][C:23]2[N:24]([C:29]3[CH:34]=[CH:33][CH:32]=[CH:31][CH:30]=3)[C:25](=[O:28])[CH:26]=[CH:27][C:22]=2[C:21]=1[C:36]1[CH:41]=[CH:40][CH:39]=[CH:38][CH:37]=1)C(=O)OC(C)(C)C)(=[O:11])=[O:10].C([O-])(O)=O.[Na+]. The catalyst is C(Cl)Cl. The product is [O:28]=[C:25]1[N:24]([C:29]2[CH:34]=[CH:33][CH:32]=[CH:31][CH:30]=2)[C:23]2[S:35][C:20]([NH:12][S:9]([CH3:8])(=[O:11])=[O:10])=[C:21]([C:36]3[CH:37]=[CH:38][CH:39]=[CH:40][CH:41]=3)[C:22]=2[CH:27]=[CH:26]1. The yield is 0.740. (3) The reactants are [CH2:1]([N:8]1[C:16]2[C:11](=[C:12]([N+:17]([O-])=O)[CH:13]=[CH:14][CH:15]=2)[CH:10]=[N:9]1)[C:2]1[CH:7]=[CH:6][CH:5]=[CH:4][CH:3]=1.[NH4+].[Cl-]. The catalyst is CCO.O.[Fe]. The product is [CH2:1]([N:8]1[C:16]2[CH:15]=[CH:14][CH:13]=[C:12]([NH2:17])[C:11]=2[CH:10]=[N:9]1)[C:2]1[CH:3]=[CH:4][CH:5]=[CH:6][CH:7]=1. The yield is 0.610. (4) The catalyst is CN(C)C=O. The yield is 0.240. The product is [CH3:1][CH:2]1[N:7]([C:10]2[CH:11]=[CH:12][C:13]([N+:20]([O-:22])=[O:21])=[C:14]([C:16]([F:17])([F:19])[F:18])[CH:15]=2)[CH2:6][CH2:5][NH:4][C:3]1=[O:8]. The reactants are [CH3:1][CH:2]1[NH:7][CH2:6][CH2:5][NH:4][C:3]1=[O:8].F[C:10]1[CH:11]=[CH:12][C:13]([N+:20]([O-:22])=[O:21])=[C:14]([C:16]([F:19])([F:18])[F:17])[CH:15]=1.C(N(CC)C(C)C)(C)C.